From a dataset of Full USPTO retrosynthesis dataset with 1.9M reactions from patents (1976-2016). Predict the reactants needed to synthesize the given product. Given the product [C@H:16]12[CH2:17][C@H:18]([CH2:14][CH2:15]1)[CH2:19][C@H:20]2[NH:21][CH2:2][C:3]([N:5]1[C@@H:9]([C:10]#[CH:11])[CH2:8][CH2:7][C@H:6]1[C:12]#[N:13])=[O:4], predict the reactants needed to synthesize it. The reactants are: Cl[CH2:2][C:3]([N:5]1[C@@H:9]([C:10]#[CH:11])[CH2:8][CH2:7][C@H:6]1[C:12]#[N:13])=[O:4].[CH2:14]1[CH:18]2[CH2:19][CH:20]([NH2:21])[CH:16]([CH2:17]2)[CH2:15]1.